The task is: Predict the reactants needed to synthesize the given product.. This data is from Full USPTO retrosynthesis dataset with 1.9M reactions from patents (1976-2016). (1) The reactants are: C(OC([NH:8][C:9]1[S:10][CH:11]=[C:12]([CH2:14][CH2:15][N:16]([C:24]2[CH:29]=[CH:28][C:27]([NH:30][C:31]([C:33]3[CH2:38][CH2:37][CH2:36][CH2:35][C:34]=3[C:39]3[CH:44]=[CH:43][C:42]([C:45]([F:48])([F:47])[F:46])=[CH:41][CH:40]=3)=[O:32])=[CH:26][N:25]=2)C(=O)OC(C)(C)C)[N:13]=1)=O)(C)(C)C.FC(F)(F)C(O)=O. Given the product [NH2:8][C:9]1[S:10][CH:11]=[C:12]([CH2:14][CH2:15][NH:16][C:24]2[N:25]=[CH:26][C:27]([NH:30][C:31]([C:33]3[CH2:38][CH2:37][CH2:36][CH2:35][C:34]=3[C:39]3[CH:44]=[CH:43][C:42]([C:45]([F:47])([F:48])[F:46])=[CH:41][CH:40]=3)=[O:32])=[CH:28][CH:29]=2)[N:13]=1, predict the reactants needed to synthesize it. (2) Given the product [OH:9][C:10]1[CH:18]=[CH:17][C:13]([C:14]([OH:16])=[O:15])=[CH:12][C:11]=1[C:19]([F:20])([F:21])[F:22], predict the reactants needed to synthesize it. The reactants are: Cl.N1C=CC=CC=1.C[O:9][C:10]1[CH:18]=[CH:17][C:13]([C:14]([OH:16])=[O:15])=[CH:12][C:11]=1[C:19]([F:22])([F:21])[F:20].C(O)(=O)CC(CC(O)=O)(C(O)=O)O. (3) Given the product [NH2:22][C:7]1[C:6]([F:11])=[C:5]([NH:12][S:13]([CH2:16][CH2:17][CH2:18][F:19])(=[O:15])=[O:14])[CH:4]=[CH:3][C:2]=1[Cl:1], predict the reactants needed to synthesize it. The reactants are: [Cl:1][C:2]1[C:7](C(O)=O)=[C:6]([F:11])[C:5]([NH:12][S:13]([CH2:16][CH2:17][CH2:18][F:19])(=[O:15])=[O:14])=[CH:4][CH:3]=1.C([N:22](CC)CC)C.C1C=CC(P(N=[N+]=[N-])(C2C=CC=CC=2)=O)=CC=1.O. (4) Given the product [OH:2][N:1]=[C:8]([NH2:9])[C:7]1[CH:10]=[CH:11][C:4]([CH3:3])=[N:5][CH:6]=1, predict the reactants needed to synthesize it. The reactants are: [NH2:1][OH:2].[CH3:3][C:4]1[CH:11]=[CH:10][C:7]([C:8]#[N:9])=[CH:6][N:5]=1. (5) Given the product [CH3:19][C:4]1[CH:5]=[C:6]([O:8][Si:9]([CH:16]([CH3:18])[CH3:17])([CH:13]([CH3:15])[CH3:14])[CH:10]([CH3:11])[CH3:12])[CH:7]=[C:2]([CH3:1])[C:3]=1[CH2:20][C:22]1[CH:23]=[C:24]2[C:28](=[CH:29][CH:30]=1)[NH:27][CH:26]=[C:25]2[CH:41]([CH3:43])[CH3:42], predict the reactants needed to synthesize it. The reactants are: [CH3:1][C:2]1[CH:7]=[C:6]([O:8][Si:9]([CH:16]([CH3:18])[CH3:17])([CH:13]([CH3:15])[CH3:14])[CH:10]([CH3:12])[CH3:11])[CH:5]=[C:4]([CH3:19])[C:3]=1[CH:20]([C:22]1[CH:23]=[C:24]2[C:28](=[CH:29][CH:30]=1)[N:27]([Si](C(C)C)(C(C)C)C(C)C)[CH:26]=[C:25]2[CH:41]([CH3:43])[CH3:42])O.CC(O)=O.C(O)(C(F)(F)F)=O. (6) Given the product [S:27]1[C:28]2[CH:34]=[CH:33][CH:32]=[CH:31][C:29]=2[NH:30][C:26]1=[CH:25][C:24](=[O:23])[CH2:1][C:2]1[CH:7]=[CH:6][CH:5]=[CH:4][N:3]=1, predict the reactants needed to synthesize it. The reactants are: [CH3:1][C:2]1[CH:7]=[CH:6][CH:5]=[CH:4][N:3]=1.C1COCC1.C([N-]C(C)C)(C)C.[Li+].C([O:23][C:24](=O)[CH:25]=[C:26]1[NH:30][C:29]2[CH:31]=[CH:32][CH:33]=[CH:34][C:28]=2[S:27]1)C. (7) Given the product [CH2:23]([N:15]([C@H:16]1[CH2:20][CH2:19][O:18][CH2:17]1)[C:7]1[C:6]2[C:11](=[C:12]([O:13][CH3:14])[C:3]([O:2][CH3:1])=[CH:4][CH:5]=2)[N:10]=[CH:9][N:8]=1)[CH3:24], predict the reactants needed to synthesize it. The reactants are: [CH3:1][O:2][C:3]1[C:12]([O:13][CH3:14])=[C:11]2[C:6]([C:7]([NH:15][C@H:16]3[CH2:20][CH2:19][O:18][CH2:17]3)=[N:8][CH:9]=[N:10]2)=[CH:5][CH:4]=1.[H-].[Na+].[CH2:23]1COC[CH2:24]1. (8) Given the product [CH3:7][O:8][C:9]1[CH:10]=[C:11]2[C:16](=[CH:17][CH:18]=1)[CH:15]([C:20]1[CH:25]=[CH:24][CH:23]=[CH:22][CH:21]=1)[C:14](=[O:19])[CH2:13][CH2:12]2, predict the reactants needed to synthesize it. The reactants are: S([O-])([O-])(=O)=O.[Mg+2].[CH3:7][O:8][C:9]1[CH:10]=[C:11]2[C:16](=[CH:17][CH:18]=1)[C:15]1([C:20]3[CH:25]=[CH:24][CH:23]=[CH:22][CH:21]=3)[O:19][CH:14]1[CH2:13][CH2:12]2. (9) Given the product [C:30]([NH:29][C:25]1[CH:24]=[C:23]([O:22][C:19]2[CH:18]=[CH:17][C:16]([NH:15][C:10]([NH:8][C:6]([CH:3]3[CH2:4][CH2:5][O:1][CH2:2]3)=[O:7])=[O:11])=[N:21][CH:20]=2)[CH:28]=[CH:27][N:26]=1)(=[O:32])[CH3:31], predict the reactants needed to synthesize it. The reactants are: [O:1]1[CH2:5][CH2:4][CH:3]([C:6]([NH2:8])=[O:7])[CH2:2]1.C(Cl)(=O)[C:10](Cl)=[O:11].[NH2:15][C:16]1[N:21]=[CH:20][C:19]([O:22][C:23]2[CH:28]=[CH:27][N:26]=[C:25]([NH:29][C:30](=[O:32])[CH3:31])[CH:24]=2)=[CH:18][CH:17]=1.O. (10) Given the product [C:1]([O:5][C:6]([N:7]1[CH2:10][C:9](=[O:13])[CH:8]1[CH3:14])=[O:15])([CH3:4])([CH3:3])[CH3:2], predict the reactants needed to synthesize it. The reactants are: [C:1]([O:5][C:6](=[O:15])[NH:7][CH:8]([CH3:14])[C:9](=[O:13])[CH:10]=[N+]=[N-])([CH3:4])([CH3:3])[CH3:2].CCN(CC)CC.